From a dataset of Reaction yield outcomes from USPTO patents with 853,638 reactions. Predict the reaction yield, written as a fraction of the theoretical maximum amount of product (1.0 means a 100% yield; for example, 0.34 means a 34% yield). (1) The reactants are P(Cl)(Cl)(Cl)(Cl)[Cl:2].[CH3:7][C:8]([CH3:16])([C:13](=O)[CH3:14])[C:9]([O:11][CH3:12])=[O:10]. The catalyst is C(Cl)Cl.CN(C=O)C. The product is [Cl:2][C:13](=[CH2:14])[C:8]([CH3:16])([CH3:7])[C:9]([O:11][CH3:12])=[O:10]. The yield is 0.230. (2) The reactants are [F:1][C:2]1[CH:10]=[C:9]2[C:5]([C:6]([C:20]3[CH:21]=[N:22][N:23]([CH2:25][CH:26]4[CH2:31][CH2:30][NH:29][CH2:28][CH2:27]4)[CH:24]=3)=[CH:7][N:8]2[S:11]([C:14]2[CH:19]=[CH:18][CH:17]=[CH:16][CH:15]=2)(=[O:13])=[O:12])=[CH:4][CH:3]=1.CC(O)=O.C(O[C:39]1(O[Si](C)(C)C)[CH2:41][CH2:40]1)C.[BH3-]C#N.[Na+].[NH4+].[Cl-]. The catalyst is C(Cl)Cl.CO.C1COCC1. The product is [CH:39]1([N:29]2[CH2:30][CH2:31][CH:26]([CH2:25][N:23]3[CH:24]=[C:20]([C:6]4[C:5]5[C:9](=[CH:10][C:2]([F:1])=[CH:3][CH:4]=5)[N:8]([S:11]([C:14]5[CH:15]=[CH:16][CH:17]=[CH:18][CH:19]=5)(=[O:12])=[O:13])[CH:7]=4)[CH:21]=[N:22]3)[CH2:27][CH2:28]2)[CH2:41][CH2:40]1. The yield is 0.450. (3) The reactants are C([Li])CCC.C(NC(C)C)(C)C.[Cl:13][C:14]1[C:19]([Cl:20])=[CH:18][N:17]=[C:16]([O:21][CH3:22])[CH:15]=1.ClC1C(Cl)=CN=C(OC)C=1[Li].[CH3:34][O:35][C:36]1[C:43]([O:44][CH3:45])=[C:42]([O:46][CH3:47])[CH:41]=[C:40]([CH3:48])[C:37]=1[CH:38]=[O:39]. The catalyst is O1CCCC1.O. The product is [CH3:34][O:35][C:36]1[C:43]([O:44][CH3:45])=[C:42]([O:46][CH3:47])[CH:41]=[C:40]([CH3:48])[C:37]=1[CH:38]([C:15]1[C:16]([O:21][CH3:22])=[N:17][CH:18]=[C:19]([Cl:20])[C:14]=1[Cl:13])[OH:39]. The yield is 0.510. (4) The reactants are [O:1]1[CH2:6][CH2:5][CH:4]([NH:7][CH2:8][C:9]2[CH:10]=[C:11]([CH:16]=[CH:17][CH:18]=2)[C:12]([O:14][CH3:15])=[O:13])[CH2:3][CH2:2]1.C1COCC1.[CH3:24][C:25]([O:28][C:29](O[C:29]([O:28][C:25]([CH3:27])([CH3:26])[CH3:24])=[O:30])=[O:30])([CH3:27])[CH3:26].CCN(CC)CC. The catalyst is O. The product is [C:25]([O:28][C:29]([N:7]([CH2:8][C:9]1[CH:10]=[C:11]([CH:16]=[CH:17][CH:18]=1)[C:12]([O:14][CH3:15])=[O:13])[CH:4]1[CH2:3][CH2:2][O:1][CH2:6][CH2:5]1)=[O:30])([CH3:27])([CH3:26])[CH3:24]. The yield is 0.980. (5) The reactants are [CH2:1]([C:5]1[N:10]2[N:11]=[CH:12][N:13]=[C:9]2[N:8]([CH:14]2[CH2:23][CH2:22][C:17]3(OCC[O:18]3)[CH2:16][CH2:15]2)[C:7](=[O:24])[C:6]=1[CH2:25][C:26]1[CH:31]=[CH:30][C:29]([C:32]2[C:33]([C:38]#[N:39])=[CH:34][CH:35]=[CH:36][CH:37]=2)=[CH:28][C:27]=1[F:40])[CH2:2][CH2:3][CH3:4].Cl.[OH-].[Na+]. The catalyst is O1CCCC1. The product is [CH2:1]([C:5]1[N:10]2[N:11]=[CH:12][N:13]=[C:9]2[N:8]([CH:14]2[CH2:23][CH2:22][C:17](=[O:18])[CH2:16][CH2:15]2)[C:7](=[O:24])[C:6]=1[CH2:25][C:26]1[CH:31]=[CH:30][C:29]([C:32]2[C:33]([C:38]#[N:39])=[CH:34][CH:35]=[CH:36][CH:37]=2)=[CH:28][C:27]=1[F:40])[CH2:2][CH2:3][CH3:4]. The yield is 0.990. (6) The yield is 0.390. No catalyst specified. The product is [OH:25][C@H:24]1[CH2:2][CH2:1][N:4]([C:21]2[N:20]=[CH:19][C:16]3[C:17]4[N:11]([CH:10]=[C:9]([C:8]5[N:4]([CH:1]([CH3:3])[CH3:2])[N:5]=[CH:6][N:7]=5)[N:18]=4)[CH2:12][CH2:13][O:14][C:15]=3[CH:22]=2)[C@@H:8]1[C:9]([NH2:18])=[O:26]. The reactants are [CH:1]([N:4]1[C:8]([C:9]2[N:18]=[C:17]3[N:11]([CH2:12][CH2:13][O:14][C:15]4[CH:22]=[C:21](O)[N:20]=[CH:19][C:16]=43)[CH:10]=2)=[N:7][CH:6]=[N:5]1)([CH3:3])[CH3:2].[CH3:24][OH:25].[OH2:26]. (7) The product is [CH2:31]([C:30]1[C:29]2[C:24](=[N:25][C:26]([F:34])=[CH:27][CH:28]=2)[N:7]([CH:4]2[CH2:5][CH2:6][O:1][CH2:2][CH2:3]2)[N:8]=1)[CH3:32]. The reactants are [O:1]1[CH2:6][CH2:5][CH:4]([NH:7][NH:8]C(OC(C)(C)C)=O)[CH2:3][CH2:2]1.FC(F)(F)C(O)=O.F[C:24]1[C:29]([C:30](=O)[CH2:31][CH3:32])=[CH:28][CH:27]=[C:26]([F:34])[N:25]=1. The catalyst is ClCCl. The yield is 0.839. (8) The reactants are [CH3:1][N:2]1[C:6](=[O:7])[CH2:5][NH:4][C:3]1=[O:8].[CH3:9][C:10]1[CH:17]=[CH:16][C:13]([CH:14]=O)=[CH:12][CH:11]=1.N1CCCCC1.C(O)(=O)C. The catalyst is C(O)CCC. The product is [CH3:9][C:10]1[CH:17]=[CH:16][C:13]([CH:14]=[C:5]2[NH:4][C:3](=[O:8])[N:2]([CH3:1])[C:6]2=[O:7])=[CH:12][CH:11]=1. The yield is 0.805.